Task: Regression. Given a peptide amino acid sequence and an MHC pseudo amino acid sequence, predict their binding affinity value. This is MHC class I binding data.. Dataset: Peptide-MHC class I binding affinity with 185,985 pairs from IEDB/IMGT (1) The peptide sequence is FFENRSETWPI. The MHC is HLA-A24:02 with pseudo-sequence HLA-A24:02. The binding affinity (normalized) is 0.110. (2) The peptide sequence is YRLELGDYKL. The MHC is HLA-B27:05 with pseudo-sequence HLA-B27:05. The binding affinity (normalized) is 0.800. (3) The peptide sequence is YLCLIQKALF. The MHC is Mamu-B17 with pseudo-sequence Mamu-B17. The binding affinity (normalized) is 0.268. (4) The peptide sequence is RLWNGRRCR. The MHC is HLA-B27:05 with pseudo-sequence HLA-B27:05. The binding affinity (normalized) is 0.296. (5) The peptide sequence is IRKPKHLYV. The MHC is HLA-A69:01 with pseudo-sequence HLA-A69:01. The binding affinity (normalized) is 0.0847. (6) The peptide sequence is RFLEDYFGV. The MHC is HLA-A69:01 with pseudo-sequence HLA-A69:01. The binding affinity (normalized) is 0.417.